This data is from Experimentally validated miRNA-target interactions with 360,000+ pairs, plus equal number of negative samples. The task is: Binary Classification. Given a miRNA mature sequence and a target amino acid sequence, predict their likelihood of interaction. The miRNA is mmu-miR-1964-5p with sequence AGCUGGAGCACAAAAGCCGGUG. The protein sequence of the target gene is MATVVVEATEPEPSGSIGNPAASTSPSLSHRFLDSKFYLLVVVGETVTEEHLRRAIGNIELGIRSWDTNLIECNLDQELKLFVSRHSARFSPEVPGQKILHHRSDVLETVVLINPSDEAVSTEVRLMITDAARHKLLVLTGQCFENTGELILQSGSFSFQNFIEIFTDQEIGELLSTTHPANKASLTLFCPEEGDWKNSNLDRHNLQDFINIKLNSASILPEMEGLSEFTEYLSESVEVPSPFDILEPPTSGGFLKLSKPCCYIFPGGRGDSALFAVNGFNMLINGGSERKSCFWKLIRH.... Result: 0 (no interaction).